This data is from Reaction yield outcomes from USPTO patents with 853,638 reactions. The task is: Predict the reaction yield, written as a fraction of the theoretical maximum amount of product (1.0 means a 100% yield; for example, 0.34 means a 34% yield). (1) The reactants are [CH:1]([C:4]1[C:8]([C:9]([O:11][CH2:12][CH3:13])=[O:10])=[CH:7][NH:6][N:5]=1)([CH3:3])[CH3:2].Cl[C:15]1[CH:20]=[CH:19][C:18]([C:21]([F:24])([F:23])[F:22])=[CH:17][N:16]=1.C(=O)([O-])[O-].[K+].[K+].Cl. The catalyst is CN(C)C=O. The product is [CH:1]([C:4]1[C:8]([C:9]([O:11][CH2:12][CH3:13])=[O:10])=[CH:7][N:6]([C:15]2[CH:20]=[CH:19][C:18]([C:21]([F:24])([F:23])[F:22])=[CH:17][N:16]=2)[N:5]=1)([CH3:3])[CH3:2]. The yield is 0.960. (2) The reactants are C(OC([N:8]1[CH2:13][CH2:12][N:11]([C:14]2[CH:15]=[N:16][C:17]([NH:20][C:21]3[N:22]=[CH:23][C:24]4[CH:30]=[C:29]([NH:31]C(OC(C)(C)C)=O)[C:28](=[O:39])[N:27]([CH:40]5[CH2:44][CH2:43][CH2:42][CH2:41]5)[C:25]=4[N:26]=3)=[CH:18][CH:19]=2)[CH2:10][CH2:9]1)=O)(C)(C)C.C(Cl)(Cl)[Cl:46].CO. No catalyst specified. The product is [ClH:46].[NH2:31][C:29]1[C:28](=[O:39])[N:27]([CH:40]2[CH2:44][CH2:43][CH2:42][CH2:41]2)[C:25]2[N:26]=[C:21]([NH:20][C:17]3[CH:18]=[CH:19][C:14]([N:11]4[CH2:12][CH2:13][NH:8][CH2:9][CH2:10]4)=[CH:15][N:16]=3)[N:22]=[CH:23][C:24]=2[CH:30]=1. The yield is 1.00. (3) The reactants are [O:1]1[CH2:6][CH2:5][CH:4]([CH2:7][NH2:8])[CH2:3][CH2:2]1.F[C:10]1[CH:15]=[CH:14][C:13]([NH:16][S:17]([C:20]2[CH:25]=[CH:24][CH:23]=[CH:22][CH:21]=2)(=[O:19])=[O:18])=[CH:12][C:11]=1[N+:26]([O-:28])=[O:27].C(N(CC)CC)C.O. The catalyst is CCO.CCO.O. The product is [N+:26]([C:11]1[CH:12]=[C:13]([NH:16][S:17]([C:20]2[CH:21]=[CH:22][CH:23]=[CH:24][CH:25]=2)(=[O:19])=[O:18])[CH:14]=[CH:15][C:10]=1[NH:8][CH2:7][CH:4]1[CH2:5][CH2:6][O:1][CH2:2][CH2:3]1)([O-:28])=[O:27]. The yield is 0.580. (4) The reactants are C(N1C=C(C2SC(C(OCC)=O)=C(C)N=2)N=N1)C1C=CC=CC=1.[F:24][C:25]1[CH:47]=[CH:46][C:28]([CH2:29][N:30]2[CH:34]=[C:33]([C:35]3[S:36][C:37]([C:41]([O:43]CC)=[O:42])=[C:38]([CH3:40])[N:39]=3)[N:32]=[N:31]2)=[CH:27][CH:26]=1. No catalyst specified. The product is [F:24][C:25]1[CH:26]=[CH:27][C:28]([CH2:29][N:30]2[CH:34]=[C:33]([C:35]3[S:36][C:37]([C:41]([OH:43])=[O:42])=[C:38]([CH3:40])[N:39]=3)[N:32]=[N:31]2)=[CH:46][CH:47]=1. The yield is 0.980. (5) The reactants are [NH2:1][C:2]1[C:7](I)=[C:6]([Cl:9])[N:5]=[C:4]([C:10]([O:12][CH3:13])=[O:11])[C:3]=1[Cl:14].[CH3:15][Sn](C)(C)C. The catalyst is ClCCCl.Cl[Pd](Cl)([P](C1C=CC=CC=1)(C1C=CC=CC=1)C1C=CC=CC=1)[P](C1C=CC=CC=1)(C1C=CC=CC=1)C1C=CC=CC=1. The product is [NH2:1][C:2]1[C:7]([CH3:15])=[C:6]([Cl:9])[N:5]=[C:4]([C:10]([O:12][CH3:13])=[O:11])[C:3]=1[Cl:14]. The yield is 0.830. (6) The reactants are C([O:3][C:4]([C:6]1[CH:7]=[C:8]([CH:19]=[CH:20][CH:21]=1)[O:9][C:10]1[CH:15]=[CH:14][C:13]([N+:16]([O-:18])=[O:17])=[CH:12][CH:11]=1)=[O:5])C.C1COCC1.O.O[Li].O. The catalyst is O. The product is [C:4]([C:6]1[CH:7]=[C:8]([CH:19]=[CH:20][CH:21]=1)[O:9][C:10]1[CH:11]=[CH:12][C:13]([N+:16]([O-:18])=[O:17])=[CH:14][CH:15]=1)([OH:5])=[O:3]. The yield is 0.950. (7) The reactants are [F:1][C:2]1[CH:19]=[CH:18][CH:17]=[CH:16][C:3]=1[CH2:4][N:5]1[C:10](=[O:11])[CH2:9][S:8][C:7]2[CH:12]=[CH:13][CH:14]=[CH:15][C:6]1=2.[CH:20]([C:22]1[CH:31]=[CH:30][C:25]([C:26]([O:28]C)=[O:27])=[CH:24][CH:23]=1)=O.CC[O-].[Na+].Cl. The yield is 0.710. The product is [F:1][C:2]1[CH:19]=[CH:18][CH:17]=[CH:16][C:3]=1[CH2:4][N:5]1[C:10](=[O:11])/[C:9](=[CH:20]/[C:22]2[CH:31]=[CH:30][C:25]([C:26]([OH:28])=[O:27])=[CH:24][CH:23]=2)/[S:8][C:7]2[CH:12]=[CH:13][CH:14]=[CH:15][C:6]1=2. The catalyst is C1COCC1.